From a dataset of Retrosynthesis with 50K atom-mapped reactions and 10 reaction types from USPTO. Predict the reactants needed to synthesize the given product. (1) Given the product O=C(c1ccccc1F)N1C(=O)c2ccccc2S1(=O)=O, predict the reactants needed to synthesize it. The reactants are: O=C(Cl)c1ccccc1F.O=C1NS(=O)(=O)c2ccccc21. (2) Given the product CCn1ncc2c(NC3CCOCC3)c(CNC(=O)c3ccc(C(F)(F)F)nc3)c(C)nc21, predict the reactants needed to synthesize it. The reactants are: CCn1ncc2c(NC3CCOCC3)c(CN)c(C)nc21.O=C(O)c1ccc(C(F)(F)F)nc1. (3) Given the product COCCNC(=O)c1c(O)c2ncc(Cc3ccc(F)cc3F)cc2[nH]c1=O, predict the reactants needed to synthesize it. The reactants are: CCOC(=O)c1c(O)c2ncc(Cc3ccc(F)cc3F)cc2[nH]c1=O.COCCN. (4) Given the product N[C@@H](Cc1cc(F)cc(F)c1)c1ncccc1-c1ccc(Cl)cc1, predict the reactants needed to synthesize it. The reactants are: CC(C)(C)OC(=O)N[C@@H](Cc1cc(F)cc(F)c1)c1ncccc1-c1ccc(Cl)cc1. (5) The reactants are: CC(C)(C)OC(=O)NC(CC(N)=O)c1ccc(OC(F)(F)F)c(F)c1. Given the product CC(C)(C)OC(=O)NC(CC#N)c1ccc(OC(F)(F)F)c(F)c1, predict the reactants needed to synthesize it. (6) Given the product Nc1cnc(-c2ccc(C3CCC3)c(OCc3ccc(C(=O)O)o3)c2F)cn1, predict the reactants needed to synthesize it. The reactants are: CCOC(=O)c1ccc(COc2c(C3CCC3)ccc(-c3cnc(N)cn3)c2F)o1. (7) Given the product O=C(Nc1ccccc1)c1cccc(-n2c(=O)n([C@H]3CC[C@@H](NC(=O)c4cn5ccccc5n4)CC3)c(=O)c3cc(F)cnc32)c1, predict the reactants needed to synthesize it. The reactants are: Nc1ccccc1.O=C(O)c1cccc(-n2c(=O)n(C3CCC(NC(=O)c4cn5ccccc5n4)CC3)c(=O)c3cc(F)cnc32)c1. (8) Given the product CC(C)[C@@]1(CC(C)(C)O)CCN([C@@H](C)c2ccc(-c3cnc(C(=O)O)nc3)cc2)C(=O)O1, predict the reactants needed to synthesize it. The reactants are: CC(C)[C@@]1(CC(C)(C)O)CCN([C@@H](C)c2ccc(B3OC(C)(C)C(C)(C)O3)cc2)C(=O)O1.O=C(O)c1ncc(Br)cn1. (9) Given the product CCOC(=O)COc1ccc(Sc2cc(C#CCN3CCOCC3)cc(Oc3ccc(C(F)(F)F)cn3)c2)cc1C, predict the reactants needed to synthesize it. The reactants are: C#CCN1CCOCC1.CCOC(=O)COc1ccc(Sc2cc(Br)cc(Oc3ccc(C(F)(F)F)cn3)c2)cc1C. (10) Given the product CC(=O)Oc1ccc2c(C)c(CBr)c(=O)oc2c1C, predict the reactants needed to synthesize it. The reactants are: CC(=O)Oc1ccc2c(C)c(C)c(=O)oc2c1C.O=C1CCC(=O)N1Br.